Predict the product of the given reaction. From a dataset of Forward reaction prediction with 1.9M reactions from USPTO patents (1976-2016). (1) Given the reactants [C:1]([O:4][CH2:5][C:6]1[CH:11]=[C:10]([O:12][CH2:13][CH2:14][NH:15][C:16]([O:18][C:19]([CH3:22])([CH3:21])[CH3:20])=[O:17])[C:9]([OH:23])=[CH:8][N:7]=1)(=[O:3])[CH3:2].C(=O)([O-])O.[Na+].O.[F:30][C:31]([F:44])([F:43])[S:32](O[S:32]([C:31]([F:44])([F:43])[F:30])(=[O:34])=[O:33])(=[O:34])=[O:33], predict the reaction product. The product is: [C:1]([O:4][CH2:5][C:6]1[CH:11]=[C:10]([O:12][CH2:13][CH2:14][NH:15][C:16]([O:18][C:19]([CH3:22])([CH3:21])[CH3:20])=[O:17])[C:9]([O:23][S:32]([C:31]([F:44])([F:43])[F:30])(=[O:34])=[O:33])=[CH:8][N:7]=1)(=[O:3])[CH3:2]. (2) Given the reactants C(Cl)(=O)C(Cl)=O.[CH3:7][C:8]1[C:16]([CH3:17])=[CH:15][CH:14]=[CH:13][C:9]=1[C:10]([OH:12])=O.[NH2:18][C:19]1[CH:31]=[C:30]([C:32]2[O:33][C:34]3[CH:40]=[CH:39][CH:38]=[CH:37][C:35]=3[CH:36]=2)[CH:29]=[CH:28][C:20]=1[C:21]([O:23][C:24]([CH3:27])([CH3:26])[CH3:25])=[O:22].C(=O)([O-])O.[Na+], predict the reaction product. The product is: [O:33]1[C:34]2[CH:40]=[CH:39][CH:38]=[CH:37][C:35]=2[CH:36]=[C:32]1[C:30]1[CH:29]=[CH:28][C:20]([C:21]([O:23][C:24]([CH3:27])([CH3:25])[CH3:26])=[O:22])=[C:19]([NH:18][C:10](=[O:12])[C:9]2[CH:13]=[CH:14][CH:15]=[C:16]([CH3:17])[C:8]=2[CH3:7])[CH:31]=1. (3) Given the reactants [NH2:1][CH2:2][CH2:3][CH2:4][CH2:5][CH2:6][CH2:7][CH2:8][CH2:9][CH2:10][N:11]1[CH2:16][CH2:15][CH:14]([CH2:17][N:18]2[CH:22]=[N:21][C:20]([C:23]([CH:31]3[CH2:36][CH2:35][CH2:34][CH2:33][CH2:32]3)([C:25]3[CH:30]=[CH:29][CH:28]=[CH:27][CH:26]=3)[OH:24])=[N:19]2)[CH2:13][CH2:12]1.[CH2:37]([O:44][C:45]1[CH:46]=[CH:47][C:48]([C@@H:56]([O:59][Si:60]([C:63]([CH3:66])([CH3:65])[CH3:64])([CH3:62])[CH3:61])[CH2:57]Br)=[C:49]2[C:54]=1[NH:53][C:52](=[O:55])[CH:51]=[CH:50]2)[C:38]1[CH:43]=[CH:42][CH:41]=[CH:40][CH:39]=1, predict the reaction product. The product is: [CH2:37]([O:44][C:45]1[CH:46]=[CH:47][C:48]([C@@H:56]([O:59][Si:60]([C:63]([CH3:64])([CH3:66])[CH3:65])([CH3:62])[CH3:61])[CH2:57][NH:1][CH2:2][CH2:3][CH2:4][CH2:5][CH2:6][CH2:7][CH2:8][CH2:9][CH2:10][N:11]2[CH2:12][CH2:13][CH:14]([CH2:17][N:18]3[CH:22]=[N:21][C:20]([C:23]([CH:31]4[CH2:32][CH2:33][CH2:34][CH2:35][CH2:36]4)([OH:24])[C:25]4[CH:30]=[CH:29][CH:28]=[CH:27][CH:26]=4)=[N:19]3)[CH2:15][CH2:16]2)=[C:49]2[C:54]=1[NH:53][C:52](=[O:55])[CH:51]=[CH:50]2)[C:38]1[CH:39]=[CH:40][CH:41]=[CH:42][CH:43]=1. (4) The product is: [CH3:20][O:19][C:15]1[CH:14]=[C:13]([N:9]2[CH:8]=[C:7]([C:1]3[CH:2]=[CH:3][CH:4]=[CH:5][CH:6]=3)[CH:11]=[N:10]2)[CH:18]=[CH:17][CH:16]=1. Given the reactants [C:1]1([C:7]2[CH:8]=[N:9][NH:10][CH:11]=2)[CH:6]=[CH:5][CH:4]=[CH:3][CH:2]=1.I[C:13]1[CH:18]=[CH:17][CH:16]=[C:15]([O:19][CH3:20])[CH:14]=1.C([O-])([O-])=O.[K+].[K+].[C@@H]1(N)CCCC[C@H]1N, predict the reaction product. (5) Given the reactants [C:1]1([C:7]2[S:8][CH:9]=[C:10]([C:12]([O:14]CC)=[O:13])[N:11]=2)[CH:6]=[CH:5][CH:4]=[CH:3][CH:2]=1.[OH-].[Na+], predict the reaction product. The product is: [C:1]1([C:7]2[S:8][CH:9]=[C:10]([C:12]([OH:14])=[O:13])[N:11]=2)[CH:2]=[CH:3][CH:4]=[CH:5][CH:6]=1. (6) Given the reactants C[O:2][CH:3](OC)[CH2:4][CH2:5][N:6]1[C:14]2[C:9](=[CH:10][CH:11]=[C:12]([NH:15][C:16](=[O:31])[CH2:17][C:18]3[CH:23]=[CH:22][C:21]([O:24][C:25]4[CH:30]=[CH:29][CH:28]=[CH:27][CH:26]=4)=[CH:20][CH:19]=3)[CH:13]=2)[CH:8]=[N:7]1.Cl, predict the reaction product. The product is: [O:2]=[CH:3][CH2:4][CH2:5][N:6]1[C:14]2[C:9](=[CH:10][CH:11]=[C:12]([NH:15][C:16](=[O:31])[CH2:17][C:18]3[CH:23]=[CH:22][C:21]([O:24][C:25]4[CH:30]=[CH:29][CH:28]=[CH:27][CH:26]=4)=[CH:20][CH:19]=3)[CH:13]=2)[CH:8]=[N:7]1. (7) Given the reactants [OH:1][C@@H:2]1[C@H:6]([OH:7])[O:5][C@H:4]([CH2:8][CH2:9][C:10]2[CH:15]=[CH:14][CH:13]=[CH:12][CH:11]=2)[C@@H:3]1[CH2:16][CH2:17][N:18]1[C:23](=[O:24])[C:22]2[CH:25]=[CH:26][CH:27]=[CH:28][C:21]=2[N:20]=[N:19]1.[O:29]1CCCC1.I([O-])(=O)(=O)=O.[Na+].[Mn]([O-])(=O)(=O)=O.[K+], predict the reaction product. The product is: [CH:6]([O:5][C@H:4]([CH2:8][CH2:9][C:10]1[CH:15]=[CH:14][CH:13]=[CH:12][CH:11]=1)[C@H:3]([CH2:16][CH2:17][N:18]1[C:23](=[O:24])[C:22]2[CH:25]=[CH:26][CH:27]=[CH:28][C:21]=2[N:20]=[N:19]1)[C:2]([OH:1])=[O:29])=[O:7]. (8) Given the reactants [OH:1][CH:2]1[CH2:7][CH2:6][CH2:5][CH2:4][CH:3]1[CH2:8][NH:9][C:10]([C:12]1[N:13]([CH2:23][C:24]2[CH:29]=[CH:28][CH:27]=[C:26](Br)[CH:25]=2)[C:14]2[C:19]([CH:20]=1)=[CH:18][C:17]([C:21]#[N:22])=[CH:16][CH:15]=2)=[O:11].BrC1C=C(C=CC=1)CBr.NCC(C)(C)CO.P([O-])([O-])([O-])=O.[K+].[K+].[K+].[CH3:55][N:56]1[CH2:61][CH2:60][NH:59][CH2:58][CH2:57]1, predict the reaction product. The product is: [OH:1][C@@H:2]1[CH2:7][CH2:6][CH2:5][CH2:4][C@H:3]1[CH2:8][NH:9][C:10]([C:12]1[N:13]([CH2:23][C:24]2[CH:29]=[CH:28][CH:27]=[C:26]([N:59]3[CH2:60][CH2:61][N:56]([CH3:55])[CH2:57][CH2:58]3)[CH:25]=2)[C:14]2[C:19]([CH:20]=1)=[CH:18][C:17]([C:21]#[N:22])=[CH:16][CH:15]=2)=[O:11].